This data is from Reaction yield outcomes from USPTO patents with 853,638 reactions. The task is: Predict the reaction yield, written as a fraction of the theoretical maximum amount of product (1.0 means a 100% yield; for example, 0.34 means a 34% yield). (1) The reactants are [OH:1][C:2]1[C:3]([CH3:20])=[N:4][CH:5]=[C:6]([CH2:18][OH:19])[C:7]=1[CH2:8][NH:9][C:10]1[CH:17]=[CH:16][C:13]([C:14]#[N:15])=[CH:12][CH:11]=1.Br[CH2:22][C:23]1[CH:28]=[CH:27][C:26]([C:29]#[N:30])=[CH:25][CH:24]=1.C(=O)([O-])[O-].[K+].[K+]. The catalyst is CN(C=O)C. The product is [C:29]([C:26]1[CH:27]=[CH:28][C:23]([CH2:22][O:1][C:2]2[C:3]([CH3:20])=[N:4][CH:5]=[C:6]([CH2:18][OH:19])[C:7]=2[CH2:8][NH:9][C:10]2[CH:17]=[CH:16][C:13]([C:14]#[N:15])=[CH:12][CH:11]=2)=[CH:24][CH:25]=1)#[N:30]. The yield is 0.600. (2) The reactants are [Br:1][C:2]1[N:7]=[C:6]([N+:8]([O-])=O)[C:5]([O:11][CH2:12][C:13]([O:15]CC)=O)=[CH:4][CH:3]=1. The catalyst is CC(O)=O.CCOC(C)=O.C(Cl)(Cl)Cl.[Fe]. The product is [Br:1][C:2]1[CH:3]=[CH:4][C:5]2[O:11][CH2:12][C:13](=[O:15])[NH:8][C:6]=2[N:7]=1. The yield is 0.700. (3) The reactants are [C:1]1(=[O:6])[CH2:5][CH2:4][CH2:3][CH2:2]1.C[Si]([N-][Si](C)(C)C)(C)C.[Li+].C1C=CC(N([S:24]([C:27]([F:30])([F:29])[F:28])(=[O:26])=[O:25])[S:24]([C:27]([F:30])([F:29])[F:28])(=[O:26])=[O:25])=CC=1.[Cl-].[NH4+]. The catalyst is C1COCC1. The product is [F:28][C:27]([F:30])([F:29])[S:24]([O:6][C:1]1[CH2:5][CH2:4][CH2:3][CH:2]=1)(=[O:26])=[O:25]. The yield is 0.270. (4) The reactants are [CH3:1][C:2]1[CH:10]=[C:9]2[C:5]([CH:6]=[CH:7][NH:8]2)=[CH:4][CH:3]=1.C([Mg]Br)C.[CH3:15][C:16]1([CH3:24])[C:18]([CH3:20])([CH3:19])[CH:17]1[C:21](Cl)=[O:22]. The yield is 0.650. The catalyst is ClCCl.[Cl-].[Zn+2].[Cl-]. The product is [CH3:1][C:2]1[CH:10]=[C:9]2[C:5]([C:6]([C:21]([CH:17]3[C:18]([CH3:20])([CH3:19])[C:16]3([CH3:24])[CH3:15])=[O:22])=[CH:7][NH:8]2)=[CH:4][CH:3]=1. (5) The reactants are [CH3:1][NH2:2].Cl[CH2:4][C:5]1[N:9]=[C:8]([C:10]2[CH:15]=[CH:14][CH:13]=[C:12]([Cl:16])[CH:11]=2)[O:7][N:6]=1. The catalyst is CCO. The product is [Cl:16][C:12]1[CH:11]=[C:10]([C:8]2[O:7][N:6]=[C:5]([CH2:4][NH:2][CH3:1])[N:9]=2)[CH:15]=[CH:14][CH:13]=1. The yield is 1.00. (6) The reactants are [NH2:1][C:2]1[CH:3]=[N:4][CH:5]=[C:6]([CH:27]=1)[C:7]([NH:9][CH:10]1[CH2:15][CH2:14][N:13]([CH2:16][C:17]2[CH:22]=[CH:21][C:20]([Cl:23])=[C:19]([O:24][CH2:25][CH3:26])[CH:18]=2)[CH2:12][CH2:11]1)=[O:8].[CH:28]1([C:31](Cl)=[O:32])[CH2:30][CH2:29]1. No catalyst specified. The product is [Cl:23][C:20]1[CH:21]=[CH:22][C:17]([CH2:16][N:13]2[CH2:14][CH2:15][CH:10]([NH:9][C:7](=[O:8])[C:6]3[CH:27]=[C:2]([NH:1][C:31]([CH:28]4[CH2:30][CH2:29]4)=[O:32])[CH:3]=[N:4][CH:5]=3)[CH2:11][CH2:12]2)=[CH:18][C:19]=1[O:24][CH2:25][CH3:26]. The yield is 0.260. (7) The reactants are [CH3:1][O:2][C:3]1[CH:8]=[CH:7][CH:6]=[CH:5][C:4]=1[C:9]1[C:17]2[C:12](=[N:13][CH:14]=[C:15](B3OC(C)(C)C(C)(C)O3)[CH:16]=2)[N:11]([CH2:27][O:28][CH2:29][CH2:30][Si:31]([CH3:34])([CH3:33])[CH3:32])[N:10]=1.Br[C:36]1[CH:37]=[C:38]([CH:44]=[CH:45][CH:46]=1)[CH:39]([OH:43])[C:40]([OH:42])=[O:41].C1COCC1.C(=O)([O-])[O-].[Na+].[Na+]. The catalyst is C1C=CC([PH+]([C]2[CH][CH][CH][CH]2)C2C=CC=CC=2)=CC=1.C1C=CC([PH+]([C]2[CH][CH][CH][CH]2)C2C=CC=CC=2)=CC=1.C(Cl)Cl.Cl[Pd]Cl.[Fe].C(#N)C. The product is [OH:43][CH:39]([C:38]1[CH:44]=[CH:45][CH:46]=[C:36]([C:15]2[CH:16]=[C:17]3[C:9]([C:4]4[CH:5]=[CH:6][CH:7]=[CH:8][C:3]=4[O:2][CH3:1])=[N:10][N:11]([CH2:27][O:28][CH2:29][CH2:30][Si:31]([CH3:34])([CH3:33])[CH3:32])[C:12]3=[N:13][CH:14]=2)[CH:37]=1)[C:40]([OH:42])=[O:41]. The yield is 0.670.